This data is from Reaction yield outcomes from USPTO patents with 853,638 reactions. The task is: Predict the reaction yield, written as a fraction of the theoretical maximum amount of product (1.0 means a 100% yield; for example, 0.34 means a 34% yield). (1) The reactants are N1C=CC=CC=1.[NH2:7][C:8]1[C:9]([C:19]([O:21][CH2:22][CH3:23])=[O:20])=[N:10][C:11]2[C:16]([CH:17]=1)=[CH:15][CH:14]=[C:13]([Br:18])[CH:12]=2.Cl[C:25]([O:27][CH2:28][C:29]1[CH:34]=[CH:33][CH:32]=[CH:31][CH:30]=1)=[O:26]. The catalyst is C(Cl)Cl.CCOC(C)=O. The product is [CH2:28]([O:27][C:25]([NH:7][C:8]1[C:9]([C:19]([O:21][CH2:22][CH3:23])=[O:20])=[N:10][C:11]2[C:16]([CH:17]=1)=[CH:15][CH:14]=[C:13]([Br:18])[CH:12]=2)=[O:26])[C:29]1[CH:34]=[CH:33][CH:32]=[CH:31][CH:30]=1. The yield is 0.990. (2) The reactants are [C:1]([O:5][C:6]([NH:8][C@H:9]1[CH2:14][CH2:13][C@H:12]([CH2:15][C:16]([OH:18])=O)[CH2:11][CH2:10]1)=[O:7])([CH3:4])([CH3:3])[CH3:2].[F:19][C:20]([F:33])([F:32])[C:21]1[CH:22]=[C:23]([CH:25]=[C:26]([C:28]([F:31])([F:30])[F:29])[CH:27]=1)[NH2:24].C(Cl)CCl. The catalyst is CN(C1C=CN=CC=1)C.C(Cl)Cl. The product is [F:19][C:20]([F:32])([F:33])[C:21]1[CH:22]=[C:23]([NH:24][C:16](=[O:18])[CH2:15][C@H:12]2[CH2:11][CH2:10][C@H:9]([NH:8][C:6](=[O:7])[O:5][C:1]([CH3:2])([CH3:3])[CH3:4])[CH2:14][CH2:13]2)[CH:25]=[C:26]([C:28]([F:29])([F:31])[F:30])[CH:27]=1. The yield is 0.280. (3) The reactants are [C:1]1([CH3:26])[CH:6]=[CH:5][C:4]([N:7]2[C:11]([NH:12][C:13](=[O:21])OC3C=CC=CC=3)=[CH:10][C:9]([C:22]([F:25])([F:24])[F:23])=[N:8]2)=[CH:3][CH:2]=1.[CH3:27][O:28][C:29]1[CH:30]=[C:31]2[C:36](=[CH:37][C:38]=1[O:39][CH2:40][CH2:41][O:42][CH3:43])[N:35]=[CH:34][N:33]=[C:32]2[S:44][C:45]1[CH:46]=[C:47]([CH:49]=[CH:50][CH:51]=1)[NH2:48]. The catalyst is CN(C)C1C=CN=CC=1.C1COCC1. The product is [CH3:27][O:28][C:29]1[CH:30]=[C:31]2[C:36](=[CH:37][C:38]=1[O:39][CH2:40][CH2:41][O:42][CH3:43])[N:35]=[CH:34][N:33]=[C:32]2[S:44][C:45]1[CH:46]=[C:47]([NH:48][C:13]([NH:12][C:11]2[N:7]([C:4]3[CH:3]=[CH:2][C:1]([CH3:26])=[CH:6][CH:5]=3)[N:8]=[C:9]([C:22]([F:23])([F:24])[F:25])[CH:10]=2)=[O:21])[CH:49]=[CH:50][CH:51]=1. The yield is 0.710.